From a dataset of Forward reaction prediction with 1.9M reactions from USPTO patents (1976-2016). Predict the product of the given reaction. (1) Given the reactants [CH3:1][C:2]([CH3:10])([C:4](=[O:9])[CH2:5][C:6](=O)[CH3:7])[CH3:3].S([O-])([O-])(=O)=O.[Na+].[Na+].[CH:18]([NH2:22])([CH2:20][CH3:21])[CH3:19], predict the reaction product. The product is: [CH3:1][C:2]([CH3:10])([C:4](=[O:9])[CH2:5][CH:6]([NH:22][CH:18]([CH2:20][CH3:21])[CH3:19])[CH3:7])[CH3:3]. (2) Given the reactants Cl.[C:2]1([C:8]2[CH:9]=[N:10][NH:11][CH:12]=2)[CH:7]=[CH:6][CH:5]=[CH:4][CH:3]=1.CCN(C(C)C)C(C)C.Cl[C:23](Cl)([O:25]C(=O)OC(Cl)(Cl)Cl)Cl.Cl.[NH2:35][CH2:36][C:37]([N:39]1[CH2:44][CH2:43][CH:42]([O:45][C:46]2[CH:51]=[CH:50][CH:49]=[CH:48][C:47]=2[Cl:52])[CH2:41][CH2:40]1)=[O:38].Cl.ClC1C=CC=CC=1OC1CCNCC1, predict the reaction product. The product is: [Cl:52][C:47]1[CH:48]=[CH:49][CH:50]=[CH:51][C:46]=1[O:45][CH:42]1[CH2:43][CH2:44][N:39]([C:37](=[O:38])[CH2:36][NH:35][C:23]([N:10]2[CH:9]=[C:8]([C:2]3[CH:3]=[CH:4][CH:5]=[CH:6][CH:7]=3)[CH:12]=[N:11]2)=[O:25])[CH2:40][CH2:41]1.